Dataset: Reaction yield outcomes from USPTO patents with 853,638 reactions. Task: Predict the reaction yield, written as a fraction of the theoretical maximum amount of product (1.0 means a 100% yield; for example, 0.34 means a 34% yield). The reactants are O[C:2]1[C:11]2[C:6](=[CH:7][CH:8]=[C:9]([C:12]([O:14][CH2:15][CH3:16])=[O:13])[CH:10]=2)[N:5]=[C:4]([C:17]2[CH:22]=[CH:21][C:20]([O:23][CH3:24])=[CH:19][CH:18]=2)[C:3]=1[C:25]1[CH:30]=[CH:29][C:28]([O:31][CH3:32])=[CH:27][CH:26]=1.O=P(Cl)(Cl)[Cl:35]. No catalyst specified. The product is [Cl:35][C:2]1[C:11]2[C:6](=[CH:7][CH:8]=[C:9]([C:12]([O:14][CH2:15][CH3:16])=[O:13])[CH:10]=2)[N:5]=[C:4]([C:17]2[CH:22]=[CH:21][C:20]([O:23][CH3:24])=[CH:19][CH:18]=2)[C:3]=1[C:25]1[CH:30]=[CH:29][C:28]([O:31][CH3:32])=[CH:27][CH:26]=1. The yield is 0.770.